This data is from Catalyst prediction with 721,799 reactions and 888 catalyst types from USPTO. The task is: Predict which catalyst facilitates the given reaction. (1) Reactant: [CH3:1][O:2][C:3]1[NH:7][N:6]=[C:5]([NH2:8])[CH:4]=1.C(N(CC)CC)C.[Cl:16][C:17]1[N:22]=[C:21](Cl)[C:20]([Cl:24])=[CH:19][N:18]=1. Product: [Cl:16][C:17]1[N:22]=[C:21]([NH:8][C:5]2[CH:4]=[C:3]([O:2][CH3:1])[NH:7][N:6]=2)[C:20]([Cl:24])=[CH:19][N:18]=1. The catalyst class is: 14. (2) Reactant: [Cl:1][C:2]1[CH:3]=[C:4]([N:10]2[CH:22]([CH:23]3[CH2:27][CH2:26][CH2:25][CH2:24]3)[CH:21]3[C:12]([C:13]4[CH:14]=[CH:15][C:16]([C:28](OC)=[O:29])=[N:17][C:18]=4[CH2:19][CH2:20]3)=[N:11]2)[CH:5]=[CH:6][C:7]=1[C:8]#[N:9].[CH3:32][NH2:33]. Product: [Cl:1][C:2]1[CH:3]=[C:4]([N:10]2[CH:22]([CH:23]3[CH2:27][CH2:26][CH2:25][CH2:24]3)[CH:21]3[C:12]([C:13]4[CH:14]=[CH:15][C:16]([C:28]([NH:33][CH3:32])=[O:29])=[N:17][C:18]=4[CH2:19][CH2:20]3)=[N:11]2)[CH:5]=[CH:6][C:7]=1[C:8]#[N:9]. The catalyst class is: 8. (3) Reactant: Cl.[F:2][C:3]1[CH:8]=[CH:7][C:6]([CH:9]([C:20]2[CH:25]=[CH:24][C:23]([F:26])=[CH:22][CH:21]=2)[NH:10][C:11](=[O:19])[CH2:12][CH:13]2[CH2:18][CH2:17][NH:16][CH2:15][CH2:14]2)=[CH:5][CH:4]=1.[F:27][C:28]([F:43])([F:42])[C:29]1[CH:30]=[CH:31][C:32]([N:35]2[CH:39]=[CH:38][C:37]([CH:40]=O)=[CH:36]2)=[N:33][CH:34]=1.[BH-](OC(C)=O)(OC(C)=O)OC(C)=O.[Na+].CCN(C(C)C)C(C)C.[NH4+].[Cl-]. Product: [F:2][C:3]1[CH:4]=[CH:5][C:6]([CH:9]([C:20]2[CH:21]=[CH:22][C:23]([F:26])=[CH:24][CH:25]=2)[NH:10][C:11](=[O:19])[CH2:12][CH:13]2[CH2:18][CH2:17][N:16]([CH2:40][C:37]3[CH:38]=[CH:39][N:35]([C:32]4[CH:31]=[CH:30][C:29]([C:28]([F:43])([F:27])[F:42])=[CH:34][N:33]=4)[CH:36]=3)[CH2:15][CH2:14]2)=[CH:7][CH:8]=1. The catalyst class is: 2. (4) Reactant: [O:1]=[S:2]1(=[O:22])[CH2:7][CH2:6][N:5]([CH2:8][CH2:9][CH2:10][N:11]2C(=O)C3C(=CC=CC=3)C2=O)[CH2:4][CH2:3]1.O.NN. Product: [O:22]=[S:2]1(=[O:1])[CH2:7][CH2:6][N:5]([CH2:8][CH2:9][CH2:10][NH2:11])[CH2:4][CH2:3]1. The catalyst class is: 8. (5) Reactant: [F:1][C:2]([F:6])([CH3:5])[CH2:3][OH:4].C(N(CC)CC)C.[C:14]1([CH3:24])[CH:19]=[CH:18][C:17]([S:20](Cl)(=[O:22])=[O:21])=[CH:16][CH:15]=1. Product: [F:1][C:2]([F:6])([CH3:5])[CH2:3][O:4][S:20]([C:17]1[CH:18]=[CH:19][C:14]([CH3:24])=[CH:15][CH:16]=1)(=[O:22])=[O:21]. The catalyst class is: 4. (6) Reactant: [Cl:1][C:2]1[C:7]([C:8]#N)=[CH:6][CH:5]=[CH:4][N:3]=1.[H-].C([Al+]CC(C)C)C(C)C.[OH:20]S(O)(=O)=O. Product: [Cl:1][C:2]1[N:3]=[CH:4][CH:5]=[CH:6][C:7]=1[CH:8]=[O:20]. The catalyst class is: 11.